Dataset: NCI-60 drug combinations with 297,098 pairs across 59 cell lines. Task: Regression. Given two drug SMILES strings and cell line genomic features, predict the synergy score measuring deviation from expected non-interaction effect. (1) Cell line: SK-MEL-28. Drug 1: CC1=C2C(C(=O)C3(C(CC4C(C3C(C(C2(C)C)(CC1OC(=O)C(C(C5=CC=CC=C5)NC(=O)C6=CC=CC=C6)O)O)OC(=O)C7=CC=CC=C7)(CO4)OC(=O)C)O)C)OC(=O)C. Synergy scores: CSS=38.1, Synergy_ZIP=-3.60, Synergy_Bliss=-4.05, Synergy_Loewe=0.0228, Synergy_HSA=2.26. Drug 2: C1=CC=C(C=C1)NC(=O)CCCCCCC(=O)NO. (2) Drug 1: C1=NC2=C(N1)C(=S)N=CN2. Drug 2: CCN(CC)CCCC(C)NC1=C2C=C(C=CC2=NC3=C1C=CC(=C3)Cl)OC. Cell line: SN12C. Synergy scores: CSS=20.8, Synergy_ZIP=-9.82, Synergy_Bliss=-0.0264, Synergy_Loewe=-1.14, Synergy_HSA=0.390. (3) Drug 1: C1=CC(=CC=C1CC(C(=O)O)N)N(CCCl)CCCl.Cl. Drug 2: CN1C(=O)N2C=NC(=C2N=N1)C(=O)N. Cell line: OVCAR-5. Synergy scores: CSS=-1.39, Synergy_ZIP=1.84, Synergy_Bliss=5.39, Synergy_Loewe=-3.23, Synergy_HSA=0.0140. (4) Drug 1: CN(C)N=NC1=C(NC=N1)C(=O)N. Drug 2: CC1C(C(CC(O1)OC2CC(CC3=C2C(=C4C(=C3O)C(=O)C5=CC=CC=C5C4=O)O)(C(=O)C)O)N)O. Cell line: RPMI-8226. Synergy scores: CSS=26.6, Synergy_ZIP=-15.1, Synergy_Bliss=-24.5, Synergy_Loewe=-22.4, Synergy_HSA=-20.4. (5) Drug 1: CC(CN1CC(=O)NC(=O)C1)N2CC(=O)NC(=O)C2. Drug 2: C1CN(CCN1C(=O)CCBr)C(=O)CCBr. Cell line: SF-268. Synergy scores: CSS=38.6, Synergy_ZIP=-7.74, Synergy_Bliss=0.714, Synergy_Loewe=0.765, Synergy_HSA=3.38.